Dataset: Catalyst prediction with 721,799 reactions and 888 catalyst types from USPTO. Task: Predict which catalyst facilitates the given reaction. (1) Reactant: C1(S([N:10]2[C:18]3[C:13](=[CH:14][C:15]([C:19]4[N:23]([CH3:24])[N:22]=[C:21]([C:25]5[CH:26]=[N:27][C:28]([NH2:31])=[N:29][CH:30]=5)[CH:20]=4)=[CH:16][CH:17]=3)[CH:12]=[C:11]2[C:32]2[C:37]([F:38])=[CH:36][CH:35]=[CH:34][C:33]=2[F:39])(=O)=O)C=CC=CC=1.C([O-])([O-])=O.[Cs+].[Cs+]. Product: [F:38][C:37]1[CH:36]=[CH:35][CH:34]=[C:33]([F:39])[C:32]=1[C:11]1[NH:10][C:18]2[C:13]([CH:12]=1)=[CH:14][C:15]([C:19]1[N:23]([CH3:24])[N:22]=[C:21]([C:25]3[CH:26]=[N:27][C:28]([NH2:31])=[N:29][CH:30]=3)[CH:20]=1)=[CH:16][CH:17]=2. The catalyst class is: 36. (2) Reactant: [CH2:1]([O:3][C:4]([C:6]1[CH:10]=[C:9]([C:11](=O)/[CH:12]=[CH:13]/N(C)C)[NH:8][CH:7]=1)=[O:5])[CH3:2].[CH3:18][O:19][C:20]1[CH:25]=[C:24]([N:26]2[CH2:31][CH2:30][N:29]([CH3:32])[CH2:28][CH2:27]2)[CH:23]=[CH:22][C:21]=1[NH:33][C:34]([NH2:36])=[NH:35].C(O)C. Product: [CH2:1]([O:3][C:4]([C:6]1[CH:10]=[C:9]([C:11]2[CH:12]=[CH:13][N:36]=[C:34]([NH:33][C:21]3[CH:22]=[CH:23][C:24]([N:26]4[CH2:31][CH2:30][N:29]([CH3:32])[CH2:28][CH2:27]4)=[CH:25][C:20]=3[O:19][CH3:18])[N:35]=2)[NH:8][CH:7]=1)=[O:5])[CH3:2]. The catalyst class is: 6. (3) Reactant: C(OC(=O)[NH:10][CH2:11][C@@H:12]1[CH2:17][CH2:16][CH2:15][N:14]([C:18]2[C:27]3[C:22](=[CH:23][C:24]([CH3:28])=[CH:25][CH:26]=3)[N:21]=[C:20]([C:29]3[CH:34]=[CH:33][CH:32]=[CH:31][C:30]=3[OH:35])[N:19]=2)[CH2:13]1)C1C=CC=CC=1. Product: [NH2:10][CH2:11][C@@H:12]1[CH2:17][CH2:16][CH2:15][N:14]([C:18]2[C:27]3[C:22](=[CH:23][C:24]([CH3:28])=[CH:25][CH:26]=3)[N:21]=[C:20]([C:29]3[CH:34]=[CH:33][CH:32]=[CH:31][C:30]=3[OH:35])[N:19]=2)[CH2:13]1. The catalyst class is: 256. (4) Reactant: C([Li])CCC.[C:6]([Si:10]([O:23][C:24]1[CH:25]=[C:26]([C:32]2[CH:37]=[CH:36][CH:35]=[C:34]([CH:38]3[S:43][CH2:42][CH2:41][CH2:40][S:39]3)[CH:33]=2)[CH:27]=[C:28]([O:30][CH3:31])[CH:29]=1)([C:17]1[CH:22]=[CH:21][CH:20]=[CH:19][CH:18]=1)[C:11]1[CH:16]=[CH:15][CH:14]=[CH:13][CH:12]=1)([CH3:9])([CH3:8])[CH3:7].[N:44]1[CH:49]=[CH:48][C:47]([CH:50]=[O:51])=[CH:46][CH:45]=1. Product: [Si:10]([O:23][C:24]1[CH:25]=[C:26]([C:32]2[CH:37]=[CH:36][CH:35]=[C:34]([C:38]3([CH:50]([C:47]4[CH:48]=[CH:49][N:44]=[CH:45][CH:46]=4)[OH:51])[S:39][CH2:40][CH2:41][CH2:42][S:43]3)[CH:33]=2)[CH:27]=[C:28]([O:30][CH3:31])[CH:29]=1)([C:6]([CH3:9])([CH3:7])[CH3:8])([C:11]1[CH:12]=[CH:13][CH:14]=[CH:15][CH:16]=1)[C:17]1[CH:18]=[CH:19][CH:20]=[CH:21][CH:22]=1. The catalyst class is: 7. (5) Reactant: [CH3:1][O:2][C:3]1[CH:4]=[C:5]2[C:10](=[CH:11][C:12]=1[O:13][CH2:14]C1CO1)[N:9]=[CH:8][CH:7]=[C:6]2[O:18][C:19]1[C:20]([C:27]2[CH:28]=[N:29][CH:30]=[CH:31][CH:32]=2)=[N:21][C:22]([CH3:26])=[C:23]([CH3:25])[CH:24]=1.F[C:34](F)(F)[C:35]([OH:37])=O.[OH-:40].[Na+].O. Product: [CH3:25][C:23]1[CH:24]=[C:19]([O:18][C:6]2[C:5]3[C:10](=[CH:11][C:12]([O:13][CH2:14][CH:35]([OH:37])[CH2:34][OH:40])=[C:3]([O:2][CH3:1])[CH:4]=3)[N:9]=[CH:8][CH:7]=2)[C:20]([C:27]2[CH:28]=[N:29][CH:30]=[CH:31][CH:32]=2)=[N:21][C:22]=1[CH3:26]. The catalyst class is: 2.